From a dataset of Reaction yield outcomes from USPTO patents with 853,638 reactions. Predict the reaction yield, written as a fraction of the theoretical maximum amount of product (1.0 means a 100% yield; for example, 0.34 means a 34% yield). (1) The reactants are O=[C:2]1[CH2:10][CH:9]2[CH2:11][C:5]3([NH:13][C:14](=[O:20])[O:15][C:16]([CH3:19])([CH3:18])[CH3:17])[CH2:6][CH:7]([CH2:12][CH:3]1[CH2:4]3)[CH2:8]2.[NH2:21][OH:22].Cl.[OH-].[Na+]. The catalyst is CCO.O. The product is [OH:22][N:21]=[C:2]1[CH2:10][CH:9]2[CH2:11][C:5]3([NH:13][C:14](=[O:20])[O:15][C:16]([CH3:19])([CH3:18])[CH3:17])[CH2:6][CH:7]([CH2:12][CH:3]1[CH2:4]3)[CH2:8]2. The yield is 0.900. (2) The reactants are [F:1][C:2]1[CH:11]=[C:10]2[C:5]([CH:6]=[CH:7][NH:8][C:9]2=O)=[CH:4][C:3]=1[O:13][CH3:14].O=P(Cl)(Cl)[Cl:17]. No catalyst specified. The product is [Cl:17][C:9]1[C:10]2[C:5](=[CH:4][C:3]([O:13][CH3:14])=[C:2]([F:1])[CH:11]=2)[CH:6]=[CH:7][N:8]=1. The yield is 0.550. (3) The reactants are [N:1]([CH2:4][CH2:5][CH2:6][C:7](=[N:14][NH:15][C:16](=[O:25])[C:17]1[CH:22]=[C:21]([F:23])[CH:20]=[CH:19][C:18]=1[F:24])[C:8]1[CH:13]=[CH:12][CH:11]=[CH:10][CH:9]=1)=[N+:2]=[N-:3].[CH3:26][O:27][C@@H:28]([CH3:38])[C:29](O[C:29](=[O:30])[C@@H:28]([O:27][CH3:26])[CH3:38])=[O:30]. The catalyst is ClCCCl. The product is [N:1]([CH2:4][CH2:5][CH2:6][C:7]1([C:8]2[CH:9]=[CH:10][CH:11]=[CH:12][CH:13]=2)[N:14]([C:29](=[O:30])[C@@H:28]([O:27][CH3:26])[CH3:38])[N:15]=[C:16]([C:17]2[CH:22]=[C:21]([F:23])[CH:20]=[CH:19][C:18]=2[F:24])[O:25]1)=[N+:2]=[N-:3]. The yield is 0.650.